From a dataset of Aqueous solubility values for 9,982 compounds from the AqSolDB database. Regression/Classification. Given a drug SMILES string, predict its absorption, distribution, metabolism, or excretion properties. Task type varies by dataset: regression for continuous measurements (e.g., permeability, clearance, half-life) or binary classification for categorical outcomes (e.g., BBB penetration, CYP inhibition). For this dataset (solubility_aqsoldb), we predict Y. (1) The drug is B#N. The Y is -6.39 log mol/L. (2) The drug is CCN(CC)NC(=O)Nc1c(C)cccc1C. The Y is -1.09 log mol/L. (3) The drug is OCCCCCO. The Y is 0.982 log mol/L. (4) The drug is O=C(O)CCCCCCCCCCBr. The Y is -3.70 log mol/L. (5) The compound is O=C(O)c1cc([N+](=O)[O-])ccc1O. The Y is -2.26 log mol/L. (6) The Y is -3.90 log mol/L. The drug is CCCCCCCCCCCC1=NCCN1CCO. (7) The drug is Clc1ccc(Cl)c(-c2c(Cl)ccc(Cl)c2Cl)c1Cl. The Y is -7.90 log mol/L. (8) The molecule is CCCc1ccn(CCC(=O)O)c(=O)c1. The Y is -2.11 log mol/L.